Dataset: Forward reaction prediction with 1.9M reactions from USPTO patents (1976-2016). Task: Predict the product of the given reaction. (1) Given the reactants I[C:2]1[C:10]2[N:9]=[N:8][N:7]([C:11]3[CH:16]=[CH:15][N:14]=[C:13]([NH:17][CH:18]4[CH2:23][CH2:22][N:21]([S:24]([CH3:27])(=[O:26])=[O:25])[CH2:20][CH2:19]4)[N:12]=3)[C:6]=2[CH:5]=[CH:4][CH:3]=1.[CH3:28][C:29]1[C:30](B(O)O)=[CH:31][S:32][CH:33]=1.C([O-])([O-])=O.[Na+].[Na+].C1(C)C=CC=CC=1, predict the reaction product. The product is: [CH3:27][S:24]([N:21]1[CH2:22][CH2:23][CH:18]([NH:17][C:13]2[N:12]=[C:11]([N:7]3[C:6]4[CH:5]=[CH:4][CH:3]=[C:2]([C:30]5[C:29]([CH3:28])=[CH:33][S:32][CH:31]=5)[C:10]=4[N:9]=[N:8]3)[CH:16]=[CH:15][N:14]=2)[CH2:19][CH2:20]1)(=[O:26])=[O:25]. (2) Given the reactants Cl[C:2]1[C:3](=[O:10])[N:4]([CH3:9])[N:5]=[CH:6][C:7]=1[Cl:8].[NH2:11][C:12]1[CH:16]=[CH:15][N:14]([CH3:17])[N:13]=1.Cl[C:19]1[C:28]2[C:23](=[CH:24][CH:25]=[C:26]([OH:29])[CH:27]=2)[N:22]=[CH:21][N:20]=1, predict the reaction product. The product is: [Cl:8][C:7]1[CH:6]=[N:5][N:4]([CH3:9])[C:3](=[O:10])[C:2]=1[O:29][C:26]1[CH:27]=[C:28]2[C:23](=[CH:24][CH:25]=1)[N:22]=[CH:21][N:20]=[C:19]2[NH:11][C:12]1[CH:16]=[CH:15][N:14]([CH3:17])[N:13]=1.